From a dataset of Forward reaction prediction with 1.9M reactions from USPTO patents (1976-2016). Predict the product of the given reaction. (1) Given the reactants Cl.[CH:2]1([NH:8][OH:9])[CH2:7][CH2:6][CH2:5][CH2:4][CH2:3]1.[N+:10]([C:13]1[CH:14]=[CH:15][C:16]([S:21][C:22]2[CH:27]=[CH:26][CH:25]=[CH:24][N:23]=2)=[C:17]([CH:20]=1)[CH:18]=O)([O-:12])=[O:11], predict the reaction product. The product is: [CH:2]1([N+:8]([O-:9])=[CH:18][C:17]2[CH:20]=[C:13]([N+:10]([O-:12])=[O:11])[CH:14]=[CH:15][C:16]=2[S:21][C:22]2[CH:27]=[CH:26][CH:25]=[CH:24][N:23]=2)[CH2:7][CH2:6][CH2:5][CH2:4][CH2:3]1. (2) Given the reactants [CH2:1]([O:3][C:4](=[O:24])[CH:5]=[C:6]([NH:13][C:14]1[CH:19]=[CH:18][C:17]([O:20][CH:21]([CH3:23])[CH3:22])=[CH:16][CH:15]=1)[CH2:7][C:8]([O:10][CH2:11][CH3:12])=[O:9])[CH3:2].[C:25]1(=O)[CH:30]=[CH:29][C:28](=[O:31])[CH:27]=[CH:26]1, predict the reaction product. The product is: [CH2:1]([O:3][C:4]([C:5]1[C:30]2[C:25](=[CH:26][CH:27]=[C:28]([OH:31])[CH:29]=2)[N:13]([C:14]2[CH:15]=[CH:16][C:17]([O:20][CH:21]([CH3:22])[CH3:23])=[CH:18][CH:19]=2)[C:6]=1[CH2:7][C:8]([O:10][CH2:11][CH3:12])=[O:9])=[O:24])[CH3:2]. (3) Given the reactants [K].[C:2](#[N:4])[CH3:3].C([O:7][C:8](=O)[CH2:9][N:10]1[CH2:15][CH2:14][CH:13]([CH2:16][CH2:17][N:18]2[CH2:23][CH2:22][N:21]([C:24]3[CH:29]=[CH:28][CH:27]=[C:26]([C:30]([F:33])([F:32])[F:31])[CH:25]=3)[CH2:20][CH2:19]2)[CH2:12][CH2:11]1)C.[ClH:35], predict the reaction product. The product is: [ClH:35].[ClH:35].[O:7]=[C:8]([CH2:9][N:10]1[CH2:15][CH2:14][CH:13]([CH2:16][CH2:17][N:18]2[CH2:19][CH2:20][N:21]([C:24]3[CH:29]=[CH:28][CH:27]=[C:26]([C:30]([F:33])([F:32])[F:31])[CH:25]=3)[CH2:22][CH2:23]2)[CH2:12][CH2:11]1)[CH2:3][C:2]#[N:4]. (4) Given the reactants [CH:1](=O)[C:2]1[CH:7]=[CH:6][CH:5]=[CH:4][CH:3]=1.[C:9]([O-:12])(=[O:11])[CH3:10].[NH4+:13].C(O)(=O)CC(O)=O, predict the reaction product. The product is: [NH2:13][C@H:1]([CH2:10][C:9]([OH:12])=[O:11])[C:2]1[CH:7]=[CH:6][CH:5]=[CH:4][CH:3]=1. (5) Given the reactants C(C1C=CC=CC=1N[C@@H](CC1C=CC(C2C=CC=C(N(C)C(NCCCCCCC)=O)C=2)=CC=1)C(O)=O)(=O)C1C=CC=CC=1.[C:45]([CH2:53][NH:54][CH2:55][C:56]1[CH:57]=[C:58]([C:62]2[CH:67]=[CH:66][C:65]([CH2:68][C@H:69]([NH:75][C:76]3[CH:81]=[CH:80][CH:79]=[CH:78][C:77]=3[C:82](=[O:89])[C:83]3[CH:88]=[CH:87][CH:86]=[CH:85][CH:84]=3)[C:70]([O:72]CC)=[O:71])=[CH:64][CH:63]=2)[CH:59]=[CH:60][CH:61]=1)(=[O:52])[C:46]1[CH:51]=[CH:50][CH:49]=[CH:48][CH:47]=1.[OH-].[Li+], predict the reaction product. The product is: [C:45]([CH2:53][NH:54][CH2:55][C:56]1[CH:57]=[C:58]([C:62]2[CH:67]=[CH:66][C:65]([CH2:68][C@H:69]([NH:75][C:76]3[CH:81]=[CH:80][CH:79]=[CH:78][C:77]=3[C:82](=[O:89])[C:83]3[CH:84]=[CH:85][CH:86]=[CH:87][CH:88]=3)[C:70]([OH:72])=[O:71])=[CH:64][CH:63]=2)[CH:59]=[CH:60][CH:61]=1)(=[O:52])[C:46]1[CH:47]=[CH:48][CH:49]=[CH:50][CH:51]=1.